Dataset: Catalyst prediction with 721,799 reactions and 888 catalyst types from USPTO. Task: Predict which catalyst facilitates the given reaction. (1) Reactant: [Cl:1][C:2]1[CH:3]=[C:4]([C:9]2[O:10][C:11]([CH2:14][CH3:15])=[CH:12][N:13]=2)[CH:5]=[N:6][C:7]=1[Cl:8].[Li+].[CH3:17]C([N-]C(C)C)C.CI.[NH4+].[Cl-]. Product: [Cl:1][C:2]1[C:3]([CH3:17])=[C:4]([C:9]2[O:10][C:11]([CH2:14][CH3:15])=[CH:12][N:13]=2)[CH:5]=[N:6][C:7]=1[Cl:8]. The catalyst class is: 1. (2) Reactant: [CH3:1][O:2][CH2:3][C:4]([O:6][CH3:7])=[O:5].[CH:8]([O:10][CH3:11])=O.[H-].[Na+].CC(OC)(C)C. Product: [CH3:1][O:2]/[C:3](=[CH:8]/[O:10][CH3:11])/[C:4]([O:6][CH3:7])=[O:5]. The catalyst class is: 1. (3) Reactant: [C:1]([O:5][C:6]([N:8]1[CH2:13][CH2:12][N:11]([C:14]2[CH:19]=[CH:18][C:17](I)=[CH:16][CH:15]=2)[CH2:10][CH2:9]1)=[O:7])([CH3:4])([CH3:3])[CH3:2].C([O-])([O-])=O.[Cs+].[Cs+].[N:27]1[C:40]2C(=CC=C3[C:39]=2[N:38]=[CH:37]C=C3)C=CC=1.N1C=CN=C1. Product: [C:1]([O:5][C:6]([N:8]1[CH2:13][CH2:12][N:11]([C:14]2[CH:19]=[CH:18][C:17]([N:38]3[CH:39]=[CH:40][N:27]=[CH:37]3)=[CH:16][CH:15]=2)[CH2:10][CH2:9]1)=[O:7])([CH3:4])([CH3:3])[CH3:2]. The catalyst class is: 122. (4) Reactant: [OH:1][C:2]1[CH:3]=[C:4]([B:8]2[O:16][C:13]([CH3:15])([CH3:14])[C:10]([CH3:12])([CH3:11])[O:9]2)[CH:5]=[CH:6][CH:7]=1.C(=O)([O-])[O-].[K+].[K+].[CH2:23](I)[CH2:24][CH2:25][CH3:26]. Product: [CH2:23]([O:1][C:2]1[CH:3]=[C:4]([B:8]2[O:16][C:13]([CH3:15])([CH3:14])[C:10]([CH3:11])([CH3:12])[O:9]2)[CH:5]=[CH:6][CH:7]=1)[CH2:24][CH2:25][CH3:26]. The catalyst class is: 3. (5) Reactant: [NH2:1][C:2]1[C:3]2[C:10]([C:11](C3C=CC(OC)=C([N+]([O-])=O)C=3)=[O:12])=[CH:9][N:8]([CH:24]([CH3:26])[CH3:25])[C:4]=2[N:5]=[CH:6][N:7]=1. Product: [NH2:1][C:2]1[C:3]2[C:10]([CH:11]=[O:12])=[CH:9][N:8]([CH:24]([CH3:26])[CH3:25])[C:4]=2[N:5]=[CH:6][N:7]=1. The catalyst class is: 304. (6) Reactant: [F:1][C:2]1[CH:7]=[CH:6][C:5]([O:8][CH3:9])=[CH:4][C:3]=1[C:10]1[CH:15]=[CH:14][C:13]([C:16]([O:18][CH3:19])=[O:17])=[CH:12][C:11]=1[CH:20]1[CH:24]([CH3:25])[CH2:23][CH:22]=[CH:21]1. Product: [F:1][C:2]1[CH:7]=[CH:6][C:5]([O:8][CH3:9])=[CH:4][C:3]=1[C:10]1[CH:15]=[CH:14][C:13]([C:16]([O:18][CH3:19])=[O:17])=[CH:12][C:11]=1[CH:20]1[CH2:21][CH2:22][CH2:23][CH:24]1[CH3:25]. The catalyst class is: 350. (7) Reactant: [Br:1][C:2]1[C:3]([C:26]([F:29])([F:28])[F:27])=[CH:4][C:5]([N+:23]([O-])=O)=[C:6]([NH:8][CH:9]2[CH2:14][CH2:13][N:12]([C@H:15]3[CH2:20][CH2:19][C@@H:18]([O:21][CH3:22])[CH2:17][CH2:16]3)[CH2:11][CH2:10]2)[CH:7]=1.O.NN. Product: [NH2:23][C:5]1[CH:4]=[C:3]([C:26]([F:28])([F:29])[F:27])[C:2]([Br:1])=[CH:7][C:6]=1[NH:8][CH:9]1[CH2:10][CH2:11][N:12]([C@H:15]2[CH2:20][CH2:19][C@@H:18]([O:21][CH3:22])[CH2:17][CH2:16]2)[CH2:13][CH2:14]1. The catalyst class is: 171. (8) Reactant: [CH:1]([N:4]1[C:8]([C:9]2[N:18]=[C:17]3[N:11]([CH2:12][CH2:13][O:14][C:15]4[CH:22]=[C:21](O)[N:20]=[CH:19][C:16]=43)[CH:10]=2)=[N:7][CH:6]=[N:5]1)([CH3:3])[CH3:2].Cl.[F:25][C:26]1([F:34])[CH2:30][NH:29][C@H:28]([C:31]([NH2:33])=[O:32])[CH2:27]1.CCN(C(C)C)C(C)C.C(#N)C. Product: [F:25][C:26]1([F:34])[CH2:30][N:29]([C:21]2[N:20]=[CH:19][C:16]3[C:17]4[N:11]([CH:10]=[C:9]([C:8]5[N:4]([CH:1]([CH3:2])[CH3:3])[N:5]=[CH:6][N:7]=5)[N:18]=4)[CH2:12][CH2:13][O:14][C:15]=3[CH:22]=2)[C@H:28]([C:31]([NH2:33])=[O:32])[CH2:27]1. The catalyst class is: 6. (9) Product: [F:32][C:31]([F:34])([F:33])[S:28]([O:13][C:14]1[CH2:19][CH2:18][N:17]([C:20]([O:22][C:23]([CH3:26])([CH3:25])[CH3:24])=[O:21])[CH2:16][CH:15]=1)(=[O:30])=[O:29]. The catalyst class is: 1. Reactant: C([Li])CCC.C(NC(C)C)(C)C.[O:13]=[C:14]1[CH2:19][CH2:18][N:17]([C:20]([O:22][C:23]([CH3:26])([CH3:25])[CH3:24])=[O:21])[CH2:16][CH2:15]1.N(C1C=CC=CC=1)([S:28]([C:31]([F:34])([F:33])[F:32])(=[O:30])=[O:29])[S:28]([C:31]([F:34])([F:33])[F:32])(=[O:30])=[O:29]. (10) Reactant: Br[C:2]1[CH:3]=[C:4]2[C:11]([C:12]([NH:14][CH3:15])=[O:13])=[C:10]([C:16]3[CH:21]=[CH:20][C:19]([F:22])=[CH:18][CH:17]=3)[O:9][C:5]2=[N:6][C:7]=1[Cl:8].B([C:26]1[CH:27]=[C:28]([C:31]([OH:33])=[O:32])[S:29][CH:30]=1)(O)O.C(=O)([O-])[O-].[Cs+].[Cs+]. Product: [Cl:8][C:7]1[N:6]=[C:5]2[O:9][C:10]([C:16]3[CH:21]=[CH:20][C:19]([F:22])=[CH:18][CH:17]=3)=[C:11]([C:12](=[O:13])[NH:14][CH3:15])[C:4]2=[CH:3][C:2]=1[C:26]1[CH:27]=[C:28]([C:31]([OH:33])=[O:32])[S:29][CH:30]=1. The catalyst class is: 73.